Dataset: Full USPTO retrosynthesis dataset with 1.9M reactions from patents (1976-2016). Task: Predict the reactants needed to synthesize the given product. (1) Given the product [NH2:14][C@@H:15]([C@H:23]1[CH2:28][CH2:27][CH2:26][C:25](=[O:29])[CH2:24]1)[C:16]([O:18][C:19]([CH3:22])([CH3:21])[CH3:20])=[O:17], predict the reactants needed to synthesize it. The reactants are: C1(C(=[N:14][C@@H:15]([C@H:23]2[CH2:28][CH2:27][CH2:26][C:25](=[O:29])[CH2:24]2)[C:16]([O:18][C:19]([CH3:22])([CH3:21])[CH3:20])=[O:17])C2C=CC=CC=2)C=CC=CC=1. (2) Given the product [Cl:30][C:24]1[CH:25]=[C:26]([Cl:29])[CH:27]=[CH:28][C:23]=1[C:18]1[C:17]([CH2:31][CH3:32])=[N:16][C:15]([O:11][CH:1]2[C:10]3[C:5](=[CH:6][CH:7]=[CH:8][CH:9]=3)[CH2:4][CH2:3][CH2:2]2)=[C:20]([CH2:21][CH3:22])[N:19]=1, predict the reactants needed to synthesize it. The reactants are: [CH:1]1([OH:11])[C:10]2[C:5](=[CH:6][CH:7]=[CH:8][CH:9]=2)[CH2:4][CH2:3][CH2:2]1.[H-].[Na+].Br[C:15]1[C:20]([CH2:21][CH3:22])=[N:19][C:18]([C:23]2[CH:28]=[CH:27][C:26]([Cl:29])=[CH:25][C:24]=2[Cl:30])=[C:17]([CH2:31][CH3:32])[N:16]=1. (3) Given the product [NH2:1][C:4]1[CH:5]=[CH:6][C:7]([N:10]2[CH2:15][CH2:14][NH:13][CH2:12][C:11]2=[O:16])=[CH:8][CH:9]=1, predict the reactants needed to synthesize it. The reactants are: [N+:1]([C:4]1[CH:9]=[CH:8][C:7]([N:10]2[CH:15]=[CH:14][N:13]=[CH:12][C:11]2=[O:16])=[CH:6][CH:5]=1)([O-])=O.N.[H][H].